From a dataset of Catalyst prediction with 721,799 reactions and 888 catalyst types from USPTO. Predict which catalyst facilitates the given reaction. Reactant: [NH:1]1[C:9]2[CH:8]=[CH:7][CH:6]=[C:5]([OH:10])[C:4]=2[CH:3]=[CH:2]1.C(=O)([O-])[O-].[K+].[K+].[CH3:17][O:18][C:19](=[O:35])[CH:20]([N:27]1[C:32](=[O:33])[CH:31]=[C:30](I)[CH:29]=[N:28]1)[CH2:21][CH:22]1[CH2:26][CH2:25][CH2:24][CH2:23]1. Product: [CH3:17][O:18][C:19](=[O:35])[CH:20]([N:27]1[C:32](=[O:33])[CH:31]=[C:30]([O:10][C:5]2[CH:6]=[CH:7][CH:8]=[C:9]3[C:4]=2[CH:3]=[CH:2][NH:1]3)[CH:29]=[N:28]1)[CH2:21][CH:22]1[CH2:23][CH2:24][CH2:25][CH2:26]1. The catalyst class is: 9.